Dataset: Forward reaction prediction with 1.9M reactions from USPTO patents (1976-2016). Task: Predict the product of the given reaction. (1) The product is: [OH:3][NH:2][C:27](=[O:28])[CH:26]=[CH:25][C:22]1[CH:23]=[CH:24][C:19]([S:16](=[O:18])(=[O:17])[NH:15][C:9]2[CH:14]=[CH:13][CH:12]=[CH:11][CH:10]=2)=[CH:20][CH:21]=1. Given the reactants Cl.[NH2:2][OH:3].C([O-])(O)=O.[Na+].[C:9]1([NH:15][S:16]([C:19]2[CH:24]=[CH:23][C:22]([CH:25]=[CH:26][C:27](Cl)=[O:28])=[CH:21][CH:20]=2)(=[O:18])=[O:17])[CH:14]=[CH:13][CH:12]=[CH:11][CH:10]=1, predict the reaction product. (2) Given the reactants Br[CH2:2][C:3]1[CH:8]=[CH:7][C:6]([CH2:9][CH2:10][N:11]2[CH:16]=[CH:15][C:14]([O:17][CH2:18][C:19]3[CH:24]=[CH:23][CH:22]=[CH:21][C:20]=3[F:25])=[CH:13][C:12]2=[O:26])=[CH:5][CH:4]=1.[NH:27]1[CH2:32][CH2:31][CH:30]([NH:33][C:34](=[O:36])[CH3:35])[CH2:29][CH2:28]1.C(N(C(C)C)C(C)C)C, predict the reaction product. The product is: [F:25][C:20]1[CH:21]=[CH:22][CH:23]=[CH:24][C:19]=1[CH2:18][O:17][C:14]1[CH:15]=[CH:16][N:11]([CH2:10][CH2:9][C:6]2[CH:7]=[CH:8][C:3]([CH2:2][N:27]3[CH2:32][CH2:31][CH:30]([NH:33][C:34](=[O:36])[CH3:35])[CH2:29][CH2:28]3)=[CH:4][CH:5]=2)[C:12](=[O:26])[CH:13]=1. (3) Given the reactants C[Si]([N-][Si](C)(C)C)(C)C.[Na+].[Br:11][C:12]1[CH:19]=[CH:18][C:15]([CH2:16][OH:17])=[CH:14][CH:13]=1.[CH2:20]([O:22][CH:23]([O:26][CH2:27][CH3:28])[CH2:24]Br)[CH3:21].C(OCC)(=O)C, predict the reaction product. The product is: [Br:11][C:12]1[CH:19]=[CH:18][C:15]([CH2:16][O:17][CH2:24][CH:23]([O:26][CH2:27][CH3:28])[O:22][CH2:20][CH3:21])=[CH:14][CH:13]=1. (4) Given the reactants [CH2:1]([O:8][C@H:9]1[C@H:13]([O:14][CH2:15][C:16]2[CH:21]=[CH:20][CH:19]=[CH:18][CH:17]=2)[C@@H:12]([CH2:22][O:23][CH2:24][C:25]2[CH:30]=[CH:29][CH:28]=[CH:27][CH:26]=2)[N:11]([C:31]([O:33][C:34]([CH3:37])([CH3:36])[CH3:35])=[O:32])[C@@H:10]1[CH2:38][C:39]([OH:41])=O)[C:2]1[CH:7]=[CH:6][CH:5]=[CH:4][CH:3]=1.CN.Cl.C[CH2:46][N:47](C(C)C)C(C)C.C[NH3+].F[P-](F)(F)(F)(F)F.N1(OC(N(C)C)=[N+](C)C)C2N=CC=CC=2N=N1.F[P-](F)(F)(F)(F)F, predict the reaction product. The product is: [CH2:15]([O:14][C@H:13]1[C@H:9]([O:8][CH2:1][C:2]2[CH:7]=[CH:6][CH:5]=[CH:4][CH:3]=2)[C@@H:10]([CH2:38][C:39]([NH:47][CH3:46])=[O:41])[N:11]([C:31]([O:33][C:34]([CH3:36])([CH3:37])[CH3:35])=[O:32])[C@@H:12]1[CH2:22][O:23][CH2:24][C:25]1[CH:30]=[CH:29][CH:28]=[CH:27][CH:26]=1)[C:16]1[CH:21]=[CH:20][CH:19]=[CH:18][CH:17]=1. (5) Given the reactants [CH3:1][C:2]1([CH2:15][C:16]([O:18][CH2:19][CH3:20])=[O:17])[C:10]2[C:5](=[CH:6][CH:7]=[CH:8][C:9]=2[N+:11]([O-:13])=[O:12])[NH:4][C:3]1=[O:14].[H-].[Na+].BrC[C:25]([O:27][CH2:28][CH3:29])=[O:26], predict the reaction product. The product is: [N+:11]([C:9]1[CH:8]=[CH:7][CH:6]=[C:5]2[C:10]=1[C:2]([CH2:1][C:25]([O:27][CH2:28][CH3:29])=[O:26])([CH2:15][C:16]([O:18][CH2:19][CH3:20])=[O:17])[C:3](=[O:14])[NH:4]2)([O-:13])=[O:12]. (6) Given the reactants [CH2:1]([NH:8]/[CH:9]=[CH:10]/[C:11](=[O:17])[CH:12]([O:15][CH3:16])[O:13][CH3:14])[C:2]1[CH:7]=[CH:6][CH:5]=[CH:4][CH:3]=1.[BH4-].[Na+].C(N(CC)CC)C.[N+:27]([C:30]1[CH:35]=[CH:34][CH:33]=[CH:32][C:31]=1[S:36](Cl)(=[O:38])=[O:37])([O-:29])=[O:28], predict the reaction product. The product is: [CH2:1]([N:8]([CH2:9][CH2:10][CH:11]([OH:17])[CH:12]([O:15][CH3:16])[O:13][CH3:14])[S:36]([C:31]1[CH:32]=[CH:33][CH:34]=[CH:35][C:30]=1[N+:27]([O-:29])=[O:28])(=[O:37])=[O:38])[C:2]1[CH:7]=[CH:6][CH:5]=[CH:4][CH:3]=1.